Dataset: Full USPTO retrosynthesis dataset with 1.9M reactions from patents (1976-2016). Task: Predict the reactants needed to synthesize the given product. (1) Given the product [F:20][C:21]1[CH:28]=[CH:27][CH:26]=[C:25]([C:29]([F:30])([F:31])[F:32])[C:22]=1[CH2:23][N:3]1[CH2:8][CH2:7][CH:6](/[CH:9]=[C:10]2/[C:11]([NH:16][CH2:17][C:18]#[CH:19])=[N:12][C:13](=[O:15])[S:14]/2)[CH2:5][CH2:4]1, predict the reactants needed to synthesize it. The reactants are: Cl.Cl.[NH:3]1[CH2:8][CH2:7][CH:6](/[CH:9]=[C:10]2/[C:11]([NH:16][CH2:17][C:18]#[CH:19])=[N:12][C:13](=[O:15])[S:14]/2)[CH2:5][CH2:4]1.[F:20][C:21]1[CH:28]=[CH:27][CH:26]=[C:25]([C:29]([F:32])([F:31])[F:30])[C:22]=1[CH:23]=O.C(O[BH-](OC(=O)C)OC(=O)C)(=O)C.[Na+].C(=O)([O-])O.[Na+]. (2) Given the product [F:26][C:24]1[CH:25]=[C:13]([N:1]2[CH:5]=[C:4]([C:6]3[CH:11]=[CH:10][CH:9]=[CH:8][N:7]=3)[N:3]=[CH:2]2)[CH:14]=[C:15]([O:16][C:17]2[CH:18]=[N:19][CH:20]=[CH:21][CH:22]=2)[CH:23]=1, predict the reactants needed to synthesize it. The reactants are: [NH:1]1[CH:5]=[C:4]([C:6]2[CH:11]=[CH:10][CH:9]=[CH:8][N:7]=2)[N:3]=[CH:2]1.Br[C:13]1[CH:14]=[C:15]([CH:23]=[C:24]([F:26])[CH:25]=1)[O:16][C:17]1[CH:18]=[N:19][CH:20]=[CH:21][CH:22]=1.CC(C)([O-])C.[Na+].N1C2C(=CC=C3C=2N=CC=C3)C=CC=1. (3) Given the product [NH:41]1[CH:40]=[C:39]([C:2]2[N:7]=[CH:6][C:5]3[CH:8]=[N:9][N:10]([C:11]4[N:16]=[C:15]([N:17]5[CH2:23][CH2:22][CH2:21][N:20]([C:24]([O:26][C:27]([CH3:29])([CH3:30])[CH3:28])=[O:25])[CH2:19][CH2:18]5)[CH:14]=[CH:13][CH:12]=4)[C:4]=3[CH:3]=2)[CH:43]=[N:42]1, predict the reactants needed to synthesize it. The reactants are: Cl[C:2]1[N:7]=[CH:6][C:5]2[CH:8]=[N:9][N:10]([C:11]3[N:16]=[C:15]([N:17]4[CH2:23][CH2:22][CH2:21][N:20]([C:24]([O:26][C:27]([CH3:30])([CH3:29])[CH3:28])=[O:25])[CH2:19][CH2:18]4)[CH:14]=[CH:13][CH:12]=3)[C:4]=2[CH:3]=1.CC1(C)C(C)(C)OB([C:39]2[CH:40]=[N:41][NH:42][CH:43]=2)O1.C([O-])([O-])=O.[Na+].[Na+]. (4) Given the product [C:1]([O:5][C:6](=[O:7])[NH:8][CH:16]1[CH:11]([OH:10])[CH:12]([CH2:19][C:20]2[CH:25]=[CH:24][C:23]([O:26][CH3:27])=[C:22]([Br:28])[CH:21]=2)[CH2:13][S:14](=[O:18])(=[O:17])[CH2:15]1)([CH3:4])([CH3:2])[CH3:3], predict the reactants needed to synthesize it. The reactants are: [C:1]([O:5][C:6]([N:8]1[CH:16]2[CH:11]([CH:12]([CH2:19][C:20]3[CH:25]=[CH:24][C:23]([O:26][CH3:27])=[C:22]([Br:28])[CH:21]=3)[CH2:13][S:14](=[O:18])(=[O:17])[CH2:15]2)[OH4:10]C1=O)=[O:7])([CH3:4])([CH3:3])[CH3:2].C([O-])([O-])=O.[Cs+].[Cs+].CCCCCC.CCOC(C)=O.N. (5) Given the product [CH:18]([SiH:4]([CH:1]([CH3:3])[CH3:2])[C:5]1[C:15]([CH3:16])=[CH:14][C:8]([O:9][CH2:10][CH2:11][C:12]([OH:23])=[O:13])=[CH:7][C:6]=1[CH3:17])([CH3:20])[CH3:19], predict the reactants needed to synthesize it. The reactants are: [CH:1]([SiH:4]([CH:18]([CH3:20])[CH3:19])[C:5]1[C:15]([CH3:16])=[CH:14][C:8]([O:9][CH2:10][CH2:11][CH2:12][OH:13])=[CH:7][C:6]=1[CH3:17])([CH3:3])[CH3:2].CC(C)=[O:23].OS(O)(=O)=O.O=[Cr](=O)=O.